The task is: Predict the reactants needed to synthesize the given product.. This data is from Full USPTO retrosynthesis dataset with 1.9M reactions from patents (1976-2016). Given the product [OH2:7].[Cl:1][C:2]1[CH:3]=[C:4]([C:13]([NH:25][CH2:26][C@@H:27]2[CH2:32][CH2:31][N:30]([C:33]([O:35][C:36]([CH3:38])([CH3:37])[CH3:39])=[O:34])[CH2:29][C@H:28]2[OH:40])=[O:15])[C:5]2[O:11][CH2:10][CH2:9][CH2:8][O:7][C:6]=2[CH:12]=1, predict the reactants needed to synthesize it. The reactants are: [Cl:1][C:2]1[CH:3]=[C:4]([C:13]([OH:15])=O)[C:5]2[O:11][CH2:10][CH2:9][CH2:8][O:7][C:6]=2[CH:12]=1.C(Cl)Cl.ClC(OCC)=O.[NH2:25][CH2:26][C@@H:27]1[CH2:32][CH2:31][N:30]([C:33]([O:35][C:36]([CH3:39])([CH3:38])[CH3:37])=[O:34])[CH2:29][C@H:28]1[OH:40].